Dataset: Peptide-MHC class I binding affinity with 185,985 pairs from IEDB/IMGT. Task: Regression. Given a peptide amino acid sequence and an MHC pseudo amino acid sequence, predict their binding affinity value. This is MHC class I binding data. (1) The peptide sequence is SSDDIPPRW. The MHC is HLA-B39:01 with pseudo-sequence HLA-B39:01. The binding affinity (normalized) is 0.0847. (2) The peptide sequence is LFNIAQRIL. The MHC is HLA-B44:03 with pseudo-sequence HLA-B44:03. The binding affinity (normalized) is 0.345. (3) The peptide sequence is PVMNHKNKF. The MHC is HLA-B08:01 with pseudo-sequence HLA-B08:01. The binding affinity (normalized) is 0.140. (4) The peptide sequence is GWKNWQEVPF. The MHC is HLA-A23:01 with pseudo-sequence HLA-A23:01. The binding affinity (normalized) is 0.439. (5) The peptide sequence is NASQHPQQV. The MHC is HLA-A68:01 with pseudo-sequence HLA-A68:01. The binding affinity (normalized) is 0. (6) The peptide sequence is FTNNEFTLS. The MHC is HLA-A02:03 with pseudo-sequence HLA-A02:03. The binding affinity (normalized) is 0.103. (7) The peptide sequence is AENLWNTVY. The MHC is Mamu-A11 with pseudo-sequence Mamu-A11. The binding affinity (normalized) is 0.364.